This data is from Retrosynthesis with 50K atom-mapped reactions and 10 reaction types from USPTO. The task is: Predict the reactants needed to synthesize the given product. Given the product Oc1ncccc1C(F)(F)F, predict the reactants needed to synthesize it. The reactants are: COc1ncccc1C(F)(F)F.